This data is from Full USPTO retrosynthesis dataset with 1.9M reactions from patents (1976-2016). The task is: Predict the reactants needed to synthesize the given product. (1) The reactants are: C([O:5][C:6](=[O:37])[CH:7]([O:9][C:10]1[CH:15]=[CH:14][C:13]([CH2:16][NH:17][C:18]([C:20]2[C:21]([O:26][C:27]3[CH:35]=[CH:34][C:30]4[O:31][CH2:32][O:33][C:29]=4[CH:28]=3)=[N:22][CH:23]=[CH:24][CH:25]=2)=[O:19])=[C:12]([F:36])[CH:11]=1)[CH3:8])(C)(C)C.COC(=O)COC1C=CC(CNC(C2C(OC3C=CC4OCOC=4C=3)=NC=CC=2)=O)=C(F)C=1. Given the product [O:31]1[C:30]2[CH:34]=[CH:35][C:27]([O:26][C:21]3[C:20]([C:18]([NH:17][CH2:16][C:13]4[CH:14]=[CH:15][C:10]([O:9][CH:7]([CH3:8])[C:6]([OH:37])=[O:5])=[CH:11][C:12]=4[F:36])=[O:19])=[CH:25][CH:24]=[CH:23][N:22]=3)=[CH:28][C:29]=2[O:33][CH2:32]1, predict the reactants needed to synthesize it. (2) Given the product [F:70][C:67]1[CH:66]=[CH:65][C:64]([CH2:63][N:62]2[CH:58]([CH2:59][CH2:60][CH3:61])[CH2:57][C:19]([OH:21])=[C:18]([C:12]3[NH:11][C:10]4[S:9][CH:8]=[C:7]([CH2:6][NH:5][S:2]([CH3:1])(=[O:3])=[O:4])[C:15]=4[S:14](=[O:16])(=[O:17])[N:13]=3)[C:39]2=[O:38])=[CH:69][CH:68]=1, predict the reactants needed to synthesize it. The reactants are: [CH3:1][S:2]([NH:5][CH2:6][C:7]1[C:15]2[S:14](=[O:17])(=[O:16])[N:13]=[C:12]([CH2:18][C:19]([OH:21])=O)[NH:11][C:10]=2[S:9][CH:8]=1)(=[O:4])=[O:3].F[P-](F)(F)(F)(F)F.N1([O:38][C:39](N(C)C)=[N+](C)C)C2N=CC=CC=2N=N1.CN1CCOCC1.C(OC(=O)[CH2:57][CH:58]([NH:62][CH2:63][C:64]1[CH:69]=[CH:68][C:67]([F:70])=[CH:66][CH:65]=1)[CH2:59][CH2:60][CH3:61])C.[O-]CC.[Na+].C(O)C. (3) Given the product [CH:22]1([N:28]2[C:5]3[C:4](=[CH:9][C:8]([N+:10]([O-:12])=[O:11])=[CH:7][CH:6]=3)[C:3](=[O:14])[NH:29]2)[CH2:27][CH2:26][CH2:25][CH2:24][CH2:23]1, predict the reactants needed to synthesize it. The reactants are: CO[C:3](=[O:14])[C:4]1[CH:9]=[C:8]([N+:10]([O-:12])=[O:11])[CH:7]=[CH:6][C:5]=1F.C([O-])([O-])=O.[K+].[K+].Cl.[CH:22]1([NH:28][NH2:29])[CH2:27][CH2:26][CH2:25][CH2:24][CH2:23]1.CO. (4) Given the product [F:29][C:2]1([F:1])[CH2:3][CH2:4][CH:5]([CH2:8][NH:9][C:10]([C:12]2[C:13]3[CH:14]=[CH:15][C:16]([CH:23]4[CH2:24][CH2:25][CH2:26][CH2:27][CH2:28]4)=[N:17][C:18]=3[CH:19]=[CH:20][C:21]=2[Cl:22])=[O:11])[CH2:6][CH2:7]1, predict the reactants needed to synthesize it. The reactants are: [F:1][C:2]1([F:29])[CH2:7][CH2:6][CH:5]([CH2:8][NH:9][C:10]([C:12]2[C:13]3[CH:14]=[CH:15][C:16]([C:23]4[CH2:28][CH2:27][CH2:26][CH2:25][CH:24]=4)=[N:17][C:18]=3[CH:19]=[CH:20][C:21]=2[Cl:22])=[O:11])[CH2:4][CH2:3]1.C([SiH](CC)CC)C. (5) Given the product [CH2:7]([N:10]([CH2:11][CH:12]=[CH2:13])[C@@H:6]1[CH2:5][O:4][CH2:3][C@H:2]1[OH:1])[CH:8]=[CH2:9], predict the reactants needed to synthesize it. The reactants are: [O:1]1[CH:6]2[CH:2]1[CH2:3][O:4][CH2:5]2.[CH2:7]([NH:10][CH2:11][CH:12]=[CH2:13])[CH:8]=[CH2:9]. (6) Given the product [C:1]([O:4][C@H:5]([C@H:13]1[O:18][CH2:17][CH2:16][N:15]([C:19]2[CH:20]=[C:21]3[C:25](=[CH:26][CH:27]=2)[CH2:24][N:23]([CH3:28])[C:22]3=[O:29])[C:14]1=[O:30])[C:6]([OH:8])=[O:7])(=[O:3])[CH3:2], predict the reactants needed to synthesize it. The reactants are: [C:1]([O:4][C@H:5]([C@H:13]1[O:18][CH2:17][CH2:16][N:15]([C:19]2[CH:20]=[C:21]3[C:25](=[CH:26][CH:27]=2)[CH2:24][N:23]([CH3:28])[C:22]3=[O:29])[C:14]1=[O:30])[C:6]([O:8]C(C)(C)C)=[O:7])(=[O:3])[CH3:2].C(O)(C(F)(F)F)=O. (7) Given the product [CH3:75][CH:3]([CH3:4])[CH2:2][CH:16]([NH:42][C:43]1[CH:44]=[CH:45][C:46]([C:65]([NH:61][CH2:62][CH2:64][C:71]([O:73][CH3:74])=[O:72])=[O:32])=[CH:47][N:48]=1)[C:17]1[CH:18]=[N:19][C:20]([N:23]2[CH:27]=[C:26]([C:28]([F:29])([F:30])[F:31])[CH:25]=[N:24]2)=[CH:21][CH:22]=1, predict the reactants needed to synthesize it. The reactants are: C[CH:2]([CH2:16][C:17]1[CH:18]=[N:19][C:20]([N:23]2[CH:27]=[C:26]([C:28]([F:31])([F:30])[F:29])[CH:25]=[N:24]2)=[CH:21][CH:22]=1)[CH2:3][CH2:4]NC1C=CC(C(OC)=O)=CN=1.[OH-:32].[Na+].CN(C(O[N:42]1N=N[C:44]2[CH:45]=[CH:46][CH:47]=[N:48][C:43]1=2)=[N+](C)C)C.F[P-](F)(F)(F)(F)F.C([N:61]([CH2:65]C)[CH:62]([CH3:64])C)(C)C.Cl.NCC[C:71]([O:73][CH3:74])=[O:72].[CH3:75]O. (8) Given the product [CH3:16][O:17][C:18](=[O:30])[CH2:19][C@H:20]1[C:24]2[CH:25]=[CH:26][C:27]([O:11][C@H:9]3[C:10]4[C:6](=[C:5]([C:12]([F:13])([F:14])[F:15])[CH:4]=[CH:3][C:2]=4[F:1])[CH2:7][CH2:8]3)=[CH:28][C:23]=2[O:22][CH2:21]1, predict the reactants needed to synthesize it. The reactants are: [F:1][C:2]1[CH:3]=[CH:4][C:5]([C:12]([F:15])([F:14])[F:13])=[C:6]2[C:10]=1[C@@H:9]([OH:11])[CH2:8][CH2:7]2.[CH3:16][O:17][C:18](=[O:30])[CH2:19][C@H:20]1[C:24]2[CH:25]=[CH:26][C:27](O)=[CH:28][C:23]=2[O:22][CH2:21]1.